From a dataset of Peptide-MHC class I binding affinity with 185,985 pairs from IEDB/IMGT. Regression. Given a peptide amino acid sequence and an MHC pseudo amino acid sequence, predict their binding affinity value. This is MHC class I binding data. (1) The peptide sequence is KVVIFFNTI. The MHC is HLA-A32:01 with pseudo-sequence HLA-A32:01. The binding affinity (normalized) is 0.805. (2) The binding affinity (normalized) is 0. The peptide sequence is GPDIYKGVY. The MHC is HLA-A23:01 with pseudo-sequence HLA-A23:01. (3) The peptide sequence is SLFTEQAFY. The MHC is HLA-B08:01 with pseudo-sequence HLA-B08:01. The binding affinity (normalized) is 0.0847. (4) The peptide sequence is FLRKNQRAL. The MHC is HLA-B07:02 with pseudo-sequence HLA-B07:02. The binding affinity (normalized) is 1.00. (5) The peptide sequence is FAEASISLI. The MHC is H-2-Kb with pseudo-sequence H-2-Kb. The binding affinity (normalized) is 0.